From a dataset of NCI-60 drug combinations with 297,098 pairs across 59 cell lines. Regression. Given two drug SMILES strings and cell line genomic features, predict the synergy score measuring deviation from expected non-interaction effect. (1) Drug 1: CCCCC(=O)OCC(=O)C1(CC(C2=C(C1)C(=C3C(=C2O)C(=O)C4=C(C3=O)C=CC=C4OC)O)OC5CC(C(C(O5)C)O)NC(=O)C(F)(F)F)O. Drug 2: C1=CC=C(C=C1)NC(=O)CCCCCCC(=O)NO. Cell line: U251. Synergy scores: CSS=33.6, Synergy_ZIP=-1.93, Synergy_Bliss=-1.33, Synergy_Loewe=-0.0289, Synergy_HSA=0.267. (2) Drug 1: C1=NC2=C(N=C(N=C2N1C3C(C(C(O3)CO)O)F)Cl)N. Drug 2: C(CC(=O)O)C(=O)CN.Cl. Cell line: EKVX. Synergy scores: CSS=2.74, Synergy_ZIP=-2.58, Synergy_Bliss=-0.295, Synergy_Loewe=-4.36, Synergy_HSA=-3.25. (3) Drug 1: C1=C(C(=O)NC(=O)N1)N(CCCl)CCCl. Drug 2: C1CN(P(=O)(OC1)NCCCl)CCCl. Cell line: SNB-19. Synergy scores: CSS=9.73, Synergy_ZIP=-8.39, Synergy_Bliss=-6.87, Synergy_Loewe=-21.9, Synergy_HSA=-7.31.